This data is from Catalyst prediction with 721,799 reactions and 888 catalyst types from USPTO. The task is: Predict which catalyst facilitates the given reaction. Reactant: [CH2:1]([C:5]1[N:6]=[C:7]([CH3:27])[NH:8][C:9](=[O:26])[C:10]=1[CH2:11][C:12]1[CH:17]=[CH:16][C:15]([C:18]2[C:19]([C:24]#[N:25])=[CH:20][CH:21]=[CH:22][CH:23]=2)=[CH:14][CH:13]=1)[CH2:2][CH2:3][CH3:4].C(=O)([O-])[O-].[K+].[K+].Cl[CH2:35][C:36]1[CH:49]=[CH:48][C:39]([C:40]([N:42]2[CH2:47][CH2:46][O:45][CH2:44][CH2:43]2)=[O:41])=[CH:38][CH:37]=1.CN(C)C=O. Product: [CH2:1]([C:5]1[N:6]=[C:7]([CH3:27])[N:8]([CH2:35][C:36]2[CH:49]=[CH:48][C:39]([C:40]([N:42]3[CH2:47][CH2:46][O:45][CH2:44][CH2:43]3)=[O:41])=[CH:38][CH:37]=2)[C:9](=[O:26])[C:10]=1[CH2:11][C:12]1[CH:17]=[CH:16][C:15]([C:18]2[C:19]([C:24]#[N:25])=[CH:20][CH:21]=[CH:22][CH:23]=2)=[CH:14][CH:13]=1)[CH2:2][CH2:3][CH3:4]. The catalyst class is: 13.